This data is from Forward reaction prediction with 1.9M reactions from USPTO patents (1976-2016). The task is: Predict the product of the given reaction. (1) The product is: [N:1]1([C:10]2[N:14]([CH3:15])[N:13]=[C:12]([CH3:16])[C:11]=2[CH2:17][CH2:18][C:19]([NH:21][S:22]([CH2:25][CH2:26][CH2:27][CH2:28][CH3:29])(=[O:24])=[O:23])=[O:20])[C:9]2[C:4](=[CH:5][CH:6]=[CH:7][CH:8]=2)[CH:3]=[CH:2]1. Given the reactants [N:1]1([C:10]2[N:14]([CH3:15])[N:13]=[C:12]([CH3:16])[C:11]=2/[CH:17]=[CH:18]/[C:19]([NH:21][S:22]([CH2:25][CH2:26][CH2:27][CH2:28][CH3:29])(=[O:24])=[O:23])=[O:20])[C:9]2[C:4](=[CH:5][CH:6]=[CH:7][CH:8]=2)[CH:3]=[CH:2]1.[H][H], predict the reaction product. (2) Given the reactants C(C1C(Cl)=NC(C)=CC=1C)#N.[C:12]([C:14]1[C:15]([O:22][CH3:23])=[N:16][C:17]([CH3:21])=[CH:18][C:19]=1[CH3:20])#[N:13], predict the reaction product. The product is: [C:12]([C:14]1[C:15]([O:22][CH3:23])=[N:16][C:17]([CH3:21])=[CH:18][C:19]=1[CH3:20])#[N:13].[NH2:13][CH2:12][C:14]1[C:15]([O:22][CH3:23])=[N:16][C:17]([CH3:21])=[CH:18][C:19]=1[CH3:20]. (3) Given the reactants [CH3:1][N:2]([CH2:18][C:19]([OH:21])=O)[NH:3][C:4](=[O:17])[NH:5][CH2:6][C:7]1[C:16]2[C:11](=[CH:12][CH:13]=[CH:14][CH:15]=2)[CH:10]=[CH:9][CH:8]=1.[NH2:22][C@H:23]([C:36]([N:38]([C@@H:50]([CH3:58])[CH:51]([O:55][CH2:56][CH3:57])[O:52][CH2:53][CH3:54])[CH2:39][C:40]1[CH:41]=[CH:42][CH:43]=[C:44]2[C:49]=1[N:48]=[CH:47][CH:46]=[CH:45]2)=[O:37])[CH2:24][CH2:25][CH2:26][CH2:27][NH:28][C:29](=[O:35])[O:30][C:31]([CH3:34])([CH3:33])[CH3:32], predict the reaction product. The product is: [CH2:56]([O:55][CH:51]([O:52][CH2:53][CH3:54])[C@@H:50]([N:38]([CH2:39][C:40]1[CH:41]=[CH:42][CH:43]=[C:44]2[C:49]=1[N:48]=[CH:47][CH:46]=[CH:45]2)[C:36](=[O:37])[C@@H:23]([NH:22][C:19](=[O:21])[CH2:18][N:2]([CH3:1])[NH:3][C:4](=[O:17])[NH:5][CH2:6][C:7]1[C:16]2[C:11](=[CH:12][CH:13]=[CH:14][CH:15]=2)[CH:10]=[CH:9][CH:8]=1)[CH2:24][CH2:25][CH2:26][CH2:27][NH:28][C:29](=[O:35])[O:30][C:31]([CH3:33])([CH3:34])[CH3:32])[CH3:58])[CH3:57]. (4) Given the reactants [N+:1]([C:4]1[CH:5]=[C:6]([C:11]([F:14])([F:13])[F:12])[C:7](=O)[NH:8][CH:9]=1)([O-:3])=[O:2].P(Br)(Br)([Br:17])=O.P(Br)(Br)Br.BrBr, predict the reaction product. The product is: [Br:17][C:7]1[C:6]([C:11]([F:14])([F:13])[F:12])=[CH:5][C:4]([N+:1]([O-:3])=[O:2])=[CH:9][N:8]=1. (5) Given the reactants CC1(C)O[C:6](=[O:8])[CH:5]=[C:4]([CH2:9][C:10](=O)[CH3:11])[O:3]1.[Cl:14][C:15]1[CH:20]=[C:19]([NH2:21])[C:18]([CH3:22])=[CH:17][N:16]=1.O, predict the reaction product. The product is: [Cl:14][C:15]1[CH:20]=[C:19]([N:21]2[C:10]([CH3:11])=[CH:9][C:4]([OH:3])=[CH:5][C:6]2=[O:8])[C:18]([CH3:22])=[CH:17][N:16]=1. (6) Given the reactants [C:1]([O:5][C:6](=[O:17])[CH2:7][O:8][C:9]1[CH:14]=[CH:13][C:12]([Cl:15])=[CH:11][C:10]=1Br)([CH3:4])([CH3:3])[CH3:2].C(N(CC)CC)C.[CH3:25][Si:26]([C:29]#[CH:30])([CH3:28])[CH3:27], predict the reaction product. The product is: [C:1]([O:5][C:6](=[O:17])[CH2:7][O:8][C:9]1[CH:14]=[CH:13][C:12]([Cl:15])=[CH:11][C:10]=1[C:30]#[C:29][Si:26]([CH3:28])([CH3:27])[CH3:25])([CH3:4])([CH3:3])[CH3:2]. (7) Given the reactants [OH:1][C:2]([C:4]([F:7])([F:6])[F:5])=[O:3].C([N:15]1[CH2:24][CH2:23][C:22]2[C:17](=[N:18][C:19]([N:29]3[CH2:34][CH2:33][CH:32]([S:35]([C:38]4[CH:43]=[CH:42][CH:41]=[C:40]([F:44])[CH:39]=4)(=[O:37])=[O:36])[CH2:31][CH2:30]3)=[C:20]([NH:25][CH:26]([CH3:28])[CH3:27])[N:21]=2)[CH2:16]1)C1C=CC=CC=1, predict the reaction product. The product is: [F:44][C:40]1[CH:39]=[C:38]([S:35]([CH:32]2[CH2:33][CH2:34][N:29]([C:19]3[N:18]=[C:17]4[CH2:16][NH:15][CH2:24][CH2:23][C:22]4=[N:21][C:20]=3[NH:25][CH:26]([CH3:28])[CH3:27])[CH2:30][CH2:31]2)(=[O:36])=[O:37])[CH:43]=[CH:42][CH:41]=1.[C:2]([OH:3])([C:4]([F:7])([F:6])[F:5])=[O:1].